Dataset: Full USPTO retrosynthesis dataset with 1.9M reactions from patents (1976-2016). Task: Predict the reactants needed to synthesize the given product. (1) Given the product [CH3:1][O:2][C:3]([CH:5]1[CH2:9][CH:8]([OH:10])[CH2:7][N:6]1[C:18]([O:20][C:21]([CH3:24])([CH3:23])[CH3:22])=[O:19])=[O:4], predict the reactants needed to synthesize it. The reactants are: [CH3:1][O:2][C:3]([CH:5]1[CH2:9][CH:8]([O:10]CC2C=CC=CC=2)[CH2:7][N:6]1[C:18]([O:20][C:21]([CH3:24])([CH3:23])[CH3:22])=[O:19])=[O:4]. (2) Given the product [CH3:1][C:2]1[N:3]([C@@H:15]([CH:17]2[CH2:18][CH2:19][N:20]([CH2:26][CH2:25][C:24]([F:29])([F:28])[F:23])[CH2:21][CH2:22]2)[CH3:16])[C:4]2[C:9]([C:10]=1[C:11]([O:13][CH3:14])=[O:12])=[CH:8][CH:7]=[CH:6][CH:5]=2, predict the reactants needed to synthesize it. The reactants are: [CH3:1][C:2]1[N:3]([C@@H:15]([CH:17]2[CH2:22][CH2:21][NH:20][CH2:19][CH2:18]2)[CH3:16])[C:4]2[C:9]([C:10]=1[C:11]([O:13][CH3:14])=[O:12])=[CH:8][CH:7]=[CH:6][CH:5]=2.[F:23][C:24]([F:29])([F:28])[CH2:25][CH2:26]I.C(=O)([O-])[O-].[K+].[K+]. (3) Given the product [F:20][C:21]1[CH:26]=[CH:25][C:24]([C:2]2[CH:3]=[N:4][N:5]3[CH2:10][CH2:9][N:8]([C:11]([NH:13][C:14]4[CH:19]=[CH:18][CH:17]=[CH:16][CH:15]=4)=[O:12])[CH2:7][C:6]=23)=[CH:23][CH:22]=1, predict the reactants needed to synthesize it. The reactants are: I[C:2]1[CH:3]=[N:4][N:5]2[CH2:10][CH2:9][N:8]([C:11]([NH:13][C:14]3[CH:19]=[CH:18][CH:17]=[CH:16][CH:15]=3)=[O:12])[CH2:7][C:6]=12.[F:20][C:21]1[CH:26]=[CH:25][C:24](B(O)O)=[CH:23][CH:22]=1.C([O-])([O-])=O.[Cs+].[Cs+]. (4) The reactants are: [CH:1]1([NH:6][C:7]2[N:11]3[N:12]=[CH:13][C:14]([C:15]#[N:16])=[C:10]3[NH:9][C:8]=2[C:17]2[CH:22]=[CH:21][C:20]([O:23][CH3:24])=[CH:19][C:18]=2[F:25])[CH2:5][CH2:4][CH2:3][CH2:2]1.[OH2:26]. Given the product [NH2:9][C:10]1[N:11](/[C:7](=[N:6]/[CH:1]2[CH2:5][CH2:4][CH2:3][CH2:2]2)/[C:8]([C:17]2[CH:22]=[CH:21][C:20]([O:23][CH3:24])=[CH:19][C:18]=2[F:25])=[O:26])[N:12]=[CH:13][C:14]=1[C:15]#[N:16], predict the reactants needed to synthesize it. (5) Given the product [N+:1](/[CH:4]=[CH:11]/[C:6]1[CH:7]=[CH:8][CH:9]=[CH:10][N:5]=1)([O-:3])=[O:2], predict the reactants needed to synthesize it. The reactants are: [N+:1]([CH3:4])([O-:3])=[O:2].[N:5]1[CH:10]=[CH:9][CH:8]=[CH:7][C:6]=1[CH:11]=O.CS(Cl)(=O)=O.C(N(CC)CC)C. (6) Given the product [OH:1][C@H:2]([C:14]1[C:15]([CH3:24])=[C:16]2[C:20](=[CH:21][CH:22]=1)[C:19](=[O:23])[O:18][CH2:17]2)[CH2:3][N:4]1[CH2:8][CH2:7][C:6]2([CH2:9][CH2:10][N:11]([C:26]3[CH:33]=[CH:32][C:29]([C:30]#[N:31])=[CH:28][N:27]=3)[CH2:12][CH2:13]2)[CH2:5]1, predict the reactants needed to synthesize it. The reactants are: [OH:1][C@H:2]([C:14]1[C:15]([CH3:24])=[C:16]2[C:20](=[CH:21][CH:22]=1)[C:19](=[O:23])[O:18][CH2:17]2)[CH2:3][N:4]1[CH2:8][CH2:7][C:6]2([CH2:13][CH2:12][NH:11][CH2:10][CH2:9]2)[CH2:5]1.Br[C:26]1[CH:33]=[CH:32][C:29]([C:30]#[N:31])=[CH:28][N:27]=1.CCN(C(C)C)C(C)C.CN1C(=O)CCC1. (7) The reactants are: C[O:2][C:3](=[O:22])[CH2:4][CH2:5][C:6]1[CH:11]=[CH:10][C:9]([O:12][C:13]2[CH:18]=[C:17]([F:19])[CH:16]=[C:15](Br)[CH:14]=2)=[CH:8][C:7]=1[CH3:21].[Br:23][C:24]1[CH:29]=[CH:28][C:27]([OH:30])=[C:26]([O:31][C:32]([F:35])([F:34])[F:33])[CH:25]=1. Given the product [Br:23][C:24]1[CH:29]=[CH:28][C:27]([O:30][C:15]2[CH:14]=[C:13]([CH:18]=[C:17]([F:19])[CH:16]=2)[O:12][C:9]2[CH:10]=[CH:11][C:6]([CH2:5][CH2:4][C:3]([OH:2])=[O:22])=[C:7]([CH3:21])[CH:8]=2)=[C:26]([O:31][C:32]([F:33])([F:34])[F:35])[CH:25]=1, predict the reactants needed to synthesize it.